Dataset: NCI-60 drug combinations with 297,098 pairs across 59 cell lines. Task: Regression. Given two drug SMILES strings and cell line genomic features, predict the synergy score measuring deviation from expected non-interaction effect. Drug 1: CC1CCC2CC(C(=CC=CC=CC(CC(C(=O)C(C(C(=CC(C(=O)CC(OC(=O)C3CCCCN3C(=O)C(=O)C1(O2)O)C(C)CC4CCC(C(C4)OC)OCCO)C)C)O)OC)C)C)C)OC. Drug 2: CC12CCC3C(C1CCC2O)C(CC4=C3C=CC(=C4)O)CCCCCCCCCS(=O)CCCC(C(F)(F)F)(F)F. Cell line: KM12. Synergy scores: CSS=21.5, Synergy_ZIP=12.8, Synergy_Bliss=14.9, Synergy_Loewe=10.0, Synergy_HSA=10.7.